From a dataset of Full USPTO retrosynthesis dataset with 1.9M reactions from patents (1976-2016). Predict the reactants needed to synthesize the given product. (1) The reactants are: ClC1C=CC=CC=1NC(=O)NC1C=CC(C2C=C3C(CN([C@@H](C(C)C)C(O)=O)C3=O)=CC=2)=NC=1.[CH3:35][C:36]1[CH:37]=[C:38]([NH:43][C:44](=[O:71])[NH:45][C:46]2[CH:51]=[CH:50][C:49]([C:52]3[CH:60]=[C:59]4[C:55]([CH2:56][N:57]([C@@H:62]([CH:67]([CH3:69])[CH3:68])[C:63]([O:65]C)=[O:64])[C:58]4=[O:61])=[CH:54][CH:53]=3)=[CH:48][C:47]=2[F:70])[CH:39]=[CH:40][C:41]=1[CH3:42]. Given the product [CH3:35][C:36]1[CH:37]=[C:38]([NH:43][C:44](=[O:71])[NH:45][C:46]2[CH:51]=[CH:50][C:49]([C:52]3[CH:60]=[C:59]4[C:55]([CH2:56][N:57]([C@@H:62]([CH:67]([CH3:68])[CH3:69])[C:63]([OH:65])=[O:64])[C:58]4=[O:61])=[CH:54][CH:53]=3)=[CH:48][C:47]=2[F:70])[CH:39]=[CH:40][C:41]=1[CH3:42], predict the reactants needed to synthesize it. (2) Given the product [F:21][C:4]1[N:3]=[C:2]2[S:31][C:9]([C:11]3[CH:12]=[C:13]4[CH:19]=[CH:18][N:17]([CH3:20])[C:14]4=[N:15][CH:16]=3)=[N:8][C:7]2=[CH:6][CH:5]=1, predict the reactants needed to synthesize it. The reactants are: F[C:2]1[C:7]([NH:8][C:9]([C:11]2[CH:12]=[C:13]3[CH:19]=[CH:18][N:17]([CH3:20])[C:14]3=[N:15][CH:16]=2)=O)=[CH:6][CH:5]=[C:4]([F:21])[N:3]=1.COC1C=CC(P2(SP(C3C=CC(OC)=CC=3)(=S)S2)=[S:31])=CC=1. (3) Given the product [CH2:1]([C:3]1[CH:8]=[C:7]([O:9][CH2:10][O:11][CH2:12][CH2:13][Si:14]([CH3:17])([CH3:16])[CH3:15])[CH:6]=[CH:5][C:4]=1[C:18]1[N:23]=[C:22]([OH:38])[C:21]2[CH:25]=[N:26][N:27]([CH2:28][O:29][CH2:30][CH2:31][Si:32]([CH3:35])([CH3:34])[CH3:33])[C:20]=2[CH:19]=1)[CH3:2], predict the reactants needed to synthesize it. The reactants are: [CH2:1]([C:3]1[CH:8]=[C:7]([O:9][CH2:10][O:11][CH2:12][CH2:13][Si:14]([CH3:17])([CH3:16])[CH3:15])[CH:6]=[CH:5][C:4]=1[C:18]1[N+:23]([O-])=[CH:22][C:21]2[CH:25]=[N:26][N:27]([CH2:28][O:29][CH2:30][CH2:31][Si:32]([CH3:35])([CH3:34])[CH3:33])[C:20]=2[CH:19]=1)[CH3:2].C(OC(=O)C)(=[O:38])C. (4) The reactants are: COC[O:4][C:5]1[CH:10]=[C:9]([O:11]COC)[CH:8]=[CH:7][C:6]=1[C:15]1[N:16]([CH2:34][CH2:35][O:36]C2CCCCO2)[C:17]2[C:22]([C:23]=1[CH:24]1[CH2:29][CH2:28][CH2:27][CH2:26][CH2:25]1)=[CH:21][CH:20]=[C:19]([C:30]([O:32][CH3:33])=[O:31])[CH:18]=2.Cl. Given the product [CH:24]1([C:23]2[C:22]3[C:17](=[CH:18][C:19]([C:30]([O:32][CH3:33])=[O:31])=[CH:20][CH:21]=3)[N:16]([CH2:34][CH2:35][OH:36])[C:15]=2[C:6]2[CH:7]=[CH:8][C:9]([OH:11])=[CH:10][C:5]=2[OH:4])[CH2:25][CH2:26][CH2:27][CH2:28][CH2:29]1, predict the reactants needed to synthesize it. (5) Given the product [CH2:21]([O:20][C:18](=[O:19])[CH2:17][N:11]1[CH2:12][CH2:13][CH2:14][CH:9]([NH:8][C:7]([O:6][C:2]([CH3:5])([CH3:3])[CH3:4])=[O:15])[CH2:10]1)[CH3:22], predict the reactants needed to synthesize it. The reactants are: Cl.[C:2]([O:6][C:7](=[O:15])[NH:8][CH:9]1[CH2:14][CH2:13][CH2:12][NH:11][CH2:10]1)([CH3:5])([CH3:4])[CH3:3].I[CH2:17][C:18]([O:20][CH2:21][CH3:22])=[O:19].C([O-])([O-])=O.[K+].[K+]. (6) Given the product [ClH:42].[ClH:42].[O:28]1[CH2:29][CH2:30][N:25]([CH2:24][CH2:23][CH2:22][NH:21][C:16](=[O:18])[C:15]2[CH:14]=[CH:13][C:12](/[CH:11]=[CH:10]/[C:3]3[C:4]4[C:9](=[CH:8][CH:7]=[CH:6][CH:5]=4)[NH:1][N:2]=3)=[CH:20][CH:19]=2)[CH2:26][CH2:27]1, predict the reactants needed to synthesize it. The reactants are: [NH:1]1[C:9]2[C:4](=[CH:5][CH:6]=[CH:7][CH:8]=2)[C:3](/[CH:10]=[CH:11]/[C:12]2[CH:20]=[CH:19][C:15]([C:16]([OH:18])=O)=[CH:14][CH:13]=2)=[N:2]1.[NH2:21][CH2:22][CH2:23][CH2:24][N:25]1[CH2:30][CH2:29][O:28][CH2:27][CH2:26]1.O.ON1C2C=CC=CC=2N=N1.[ClH:42].C(N=C=NCCCN(C)C)C.CN1CCOCC1.